From a dataset of Full USPTO retrosynthesis dataset with 1.9M reactions from patents (1976-2016). Predict the reactants needed to synthesize the given product. Given the product [F:32][C:27]1[CH:26]=[C:25]([N:33]2[CH2:38][CH2:37][CH:36](/[CH:39]=[CH:40]\[CH2:41][C:42]3[CH:47]=[CH:46][CH:45]=[CH:44][CH:43]=3)[CH2:35][CH2:34]2)[C:24]([F:23])=[CH:29][C:28]=1[OH:30], predict the reactants needed to synthesize it. The reactants are: COC1C=CC(N2CCN(CCC3C=CC=CC=3)CC2)=CC=1.[F:23][C:24]1[CH:29]=[C:28]([O:30]C)[C:27]([F:32])=[CH:26][C:25]=1[N:33]1[CH2:38][CH2:37][CH:36](/[CH:39]=[CH:40]\[CH2:41][C:42]2[CH:47]=[CH:46][CH:45]=[CH:44][CH:43]=2)[CH2:35][CH2:34]1.